Dataset: Full USPTO retrosynthesis dataset with 1.9M reactions from patents (1976-2016). Task: Predict the reactants needed to synthesize the given product. (1) Given the product [C:19]([NH:27][C:28]1[CH:33]=[CH:32][CH:31]=[CH:30][C:29]=1/[CH:34]=[CH:35]/[C:36]1[C:44]2[C:39](=[CH:40][CH:41]=[C:42]([C:18]#[C:17][CH2:16][O:15][Si:8]([C:11]([CH3:12])([CH3:13])[CH3:14])([CH3:9])[CH3:10])[CH:43]=2)[NH:38][N:37]=1)(=[O:26])[C:20]1[CH:25]=[CH:24][CH:23]=[CH:22][CH:21]=1, predict the reactants needed to synthesize it. The reactants are: C(N(CC)CC)C.[Si:8]([O:15][CH2:16][C:17]#[CH:18])([C:11]([CH3:14])([CH3:13])[CH3:12])([CH3:10])[CH3:9].[C:19]([NH:27][C:28]1[CH:33]=[CH:32][CH:31]=[CH:30][C:29]=1/[CH:34]=[CH:35]/[C:36]1[C:44]2[C:39](=[CH:40][CH:41]=[C:42](I)[CH:43]=2)[NH:38][N:37]=1)(=[O:26])[C:20]1[CH:25]=[CH:24][CH:23]=[CH:22][CH:21]=1. (2) Given the product [Cl:4][C:5]1[CH:10]=[C:9]([CH2:11][S:2][CH3:1])[CH:8]=[C:7]([C:13]([F:16])([F:15])[F:14])[N:6]=1, predict the reactants needed to synthesize it. The reactants are: [CH3:1][S-:2].[Na+].[Cl:4][C:5]1[CH:10]=[C:9]([CH2:11]Cl)[CH:8]=[C:7]([C:13]([F:16])([F:15])[F:14])[N:6]=1.